Task: Predict the product of the given reaction.. Dataset: Forward reaction prediction with 1.9M reactions from USPTO patents (1976-2016) Given the reactants [CH2:1]([N:4]([CH2:12][CH3:13])C(=O)OC(C)(C)C)[CH:2]=[CH2:3].CCCCCCCCC.P([O-])([O-])([O-])=O.[K+].[K+].[K+].[C:31]12([CH2:41][NH:42][C:43]([C:45]3[C:46]4[CH:47]=[CH:48][C:49]([Cl:55])=[N:50][C:51]=4[CH:52]=[CH:53][CH:54]=3)=[O:44])[CH2:40][CH:35]3[CH2:36][CH:37]([CH2:39][CH:33]([CH2:34]3)[CH2:32]1)[CH2:38]2, predict the reaction product. The product is: [ClH:55].[ClH:55].[C:31]12([CH2:41][NH:42][C:43]([C:45]3[C:46]4[CH:47]=[CH:48][C:49]([CH2:3][CH2:2][CH2:1][NH:4][CH2:12][CH3:13])=[N:50][C:51]=4[CH:52]=[CH:53][CH:54]=3)=[O:44])[CH2:38][CH:37]3[CH2:39][CH:33]([CH2:34][CH:35]([CH2:36]3)[CH2:40]1)[CH2:32]2.